This data is from Catalyst prediction with 721,799 reactions and 888 catalyst types from USPTO. The task is: Predict which catalyst facilitates the given reaction. (1) Reactant: [N:1]1([C:7]2[C:12]([C:13]([O:15][CH:16]([CH3:18])[CH3:17])=[O:14])=[CH:11][CH:10]=[CH:9][N:8]=2)[CH2:6][CH2:5][NH:4][CH2:3][CH2:2]1.[C:19](O)(=O)[CH3:20].[Br:23][C:24]1[CH:25]=[C:26](C=[CH:30][CH:31]=1)C=O.C([BH3-])#N. Product: [Br:23][C:24]1[CH:25]=[CH:26][C:19]([CH2:20][N:4]2[CH2:3][CH2:2][N:1]([C:7]3[C:12]([C:13]([O:15][CH:16]([CH3:18])[CH3:17])=[O:14])=[CH:11][CH:10]=[CH:9][N:8]=3)[CH2:6][CH2:5]2)=[CH:30][CH:31]=1. The catalyst class is: 5. (2) Reactant: [CH2:1]1[C:9]2[C:4](=[CH:5][C:6]([N:10]3[C:15]4[N:16]=[C:17]([NH:20][C:21]5[CH:26]=[CH:25][C:24]([CH:27]6[CH2:32][CH2:31][N:30]([CH2:33][C:34](Cl)=[O:35])[CH2:29][CH2:28]6)=[CH:23][CH:22]=5)[N:18]=[CH:19][C:14]=4[C:13](=[O:37])[C:12]([C:38](=[O:42])[NH:39][O:40][CH3:41])=[CH:11]3)=[CH:7][CH:8]=2)[CH2:3][CH2:2]1.[CH3:43][S:44]([NH2:47])(=[O:46])=[O:45].C(N(CC)CC)C. Product: [CH3:41][O:40][NH:39][C:38]([C:12]1[C:13](=[O:37])[C:14]2[CH:19]=[N:18][C:17]([NH:20][C:21]3[CH:22]=[CH:23][C:24]([CH:27]4[CH2:32][CH2:31][N:30]([CH2:33][C:34]([NH:47][S:44]([CH3:43])(=[O:46])=[O:45])=[O:35])[CH2:29][CH2:28]4)=[CH:25][CH:26]=3)=[N:16][C:15]=2[N:10]([C:6]2[CH:5]=[C:4]3[C:9](=[CH:8][CH:7]=2)[CH2:1][CH2:2][CH2:3]3)[CH:11]=1)=[O:42]. The catalyst class is: 2. (3) Product: [C:23]([O:12][C:11](=[O:13])[C:10]([NH:15][C:16]([O:18][C:19]([CH3:22])([CH3:21])[CH3:20])=[O:17])([CH3:14])[CH2:9][O:8][CH2:1][C:2]1[CH:3]=[CH:4][CH:5]=[CH:6][CH:7]=1)([CH3:26])([CH3:25])[CH3:24]. Reactant: [CH2:1]([O:8][CH2:9][C:10]([NH:15][C:16]([O:18][C:19]([CH3:22])([CH3:21])[CH3:20])=[O:17])([CH3:14])[C:11]([OH:13])=[O:12])[C:2]1[CH:7]=[CH:6][CH:5]=[CH:4][CH:3]=1.[C:23](OC(=N)C(Cl)(Cl)Cl)([CH3:26])([CH3:25])[CH3:24]. The catalyst class is: 2. (4) Reactant: [Cl-].[CH3:2][O:3][CH2:4][P+](C1C=CC=CC=1)(C1C=CC=CC=1)C1C=CC=CC=1.C([N-]C(C)C)(C)C.[Li+].C(NC(C)C)(C)C.[C:39]([O:43][C:44]([N:46]1[CH2:51][CH2:50][CH2:49][C:48](=O)[CH:47]1[CH2:53][C:54]1[CH:59]=[CH:58][CH:57]=[CH:56][CH:55]=1)=[O:45])([CH3:42])([CH3:41])[CH3:40]. Product: [C:39]([O:43][C:44]([N:46]1[CH2:51][CH2:50][CH2:49][C:48](=[CH:2][O:3][CH3:4])[CH:47]1[CH2:53][C:54]1[CH:59]=[CH:58][CH:57]=[CH:56][CH:55]=1)=[O:45])([CH3:42])([CH3:41])[CH3:40]. The catalyst class is: 1. (5) Reactant: [CH3:1][N:2]([CH3:10])[C:3]1[CH:8]=[CH:7][CH:6]=[C:5]([NH2:9])[CH:4]=1.Br[CH2:12][C:13]([O:15][CH3:16])=[O:14].CCN(C(C)C)C(C)C.O. Product: [CH3:16][O:15][C:13](=[O:14])[CH2:12][NH:9][C:5]1[CH:6]=[CH:7][CH:8]=[C:3]([N:2]([CH3:10])[CH3:1])[CH:4]=1. The catalyst class is: 56. (6) Reactant: [CH3:1][C:2]([CH:4]=[CH2:5])=[O:3].C([O-])(=O)C.[Na+].C(O)(=O)C.O.[C:16]1([CH3:22])[CH:21]=[CH:20][CH:19]=[CH:18][CH:17]=1. Product: [CH:5]1[C:16]2([CH2:21][CH2:20][CH2:19][CH2:18][CH2:17]2)[CH2:22][CH2:1][C:2](=[O:3])[CH:4]=1. The catalyst class is: 13. (7) Reactant: [C:1]1([NH:7][C:8]([N:10]2[CH2:15][CH2:14][NH:13][CH2:12][CH2:11]2)=[O:9])[CH:6]=[CH:5][CH:4]=[CH:3][CH:2]=1.[CH:16]1[C:25]2[C:20](=[CH:21][CH:22]=[CH:23][CH:24]=2)[CH:19]=[CH:18][C:17]=1[CH:26]=O.[BH-](OC(C)=O)(OC(C)=O)OC(C)=O.[Na+].[OH-].[K+]. Product: [C:1]1([NH:7][C:8]([N:10]2[CH2:15][CH2:14][N:13]([CH2:26][C:17]3[CH:18]=[CH:19][C:20]4[C:25](=[CH:24][CH:23]=[CH:22][CH:21]=4)[CH:16]=3)[CH2:12][CH2:11]2)=[O:9])[CH:6]=[CH:5][CH:4]=[CH:3][CH:2]=1. The catalyst class is: 2.